Dataset: Peptide-MHC class I binding affinity with 185,985 pairs from IEDB/IMGT. Task: Regression. Given a peptide amino acid sequence and an MHC pseudo amino acid sequence, predict their binding affinity value. This is MHC class I binding data. (1) The peptide sequence is RIASILSLET. The MHC is HLA-A02:06 with pseudo-sequence HLA-A02:06. The binding affinity (normalized) is 0.388. (2) The peptide sequence is RPYGKFRAM. The MHC is HLA-B44:02 with pseudo-sequence HLA-B44:02. The binding affinity (normalized) is 0.0847. (3) The peptide sequence is LLLGLWGTAA. The MHC is HLA-A02:01 with pseudo-sequence HLA-A02:01. The binding affinity (normalized) is 0.493.